Predict the product of the given reaction. From a dataset of Forward reaction prediction with 1.9M reactions from USPTO patents (1976-2016). (1) Given the reactants [Cl:1][C:2]1[N:7]=[C:6]([C:8]2[S:12][C:11]([N:13]3[CH2:18][CH2:17][O:16][CH2:15][CH2:14]3)=[N:10][C:9]=2[C:19]2[C:20]([F:26])=[C:21]([CH:23]=[CH:24][CH:25]=2)[NH2:22])[CH:5]=[CH:4][N:3]=1.N1C=CC=CC=1.[O:33]1[CH:37]=[CH:36][CH:35]=[C:34]1[S:38](Cl)(=[O:40])=[O:39], predict the reaction product. The product is: [Cl:1][C:2]1[N:7]=[C:6]([C:8]2[S:12][C:11]([N:13]3[CH2:14][CH2:15][O:16][CH2:17][CH2:18]3)=[N:10][C:9]=2[C:19]2[C:20]([F:26])=[C:21]([NH:22][S:38]([C:34]3[O:33][CH:37]=[CH:36][CH:35]=3)(=[O:40])=[O:39])[CH:23]=[CH:24][CH:25]=2)[CH:5]=[CH:4][N:3]=1. (2) Given the reactants [CH3:1][C:2]1[CH2:7][CH2:6][CH:5]([CH3:8])[C:4]([CH3:10])([CH3:9])[C:3]=1[CH2:11][CH2:12][C:13](=O)[CH3:14].[C:16](O)(=O)C.[CH:20]([NH2:22])=[NH:21], predict the reaction product. The product is: [CH3:1][C:2]1[CH2:7][CH2:6][CH:5]([CH3:8])[C:4]([CH3:10])([CH3:9])[C:3]=1[CH2:11][CH2:12][C:13]1[CH:14]=[CH:16][N:22]=[CH:20][N:21]=1. (3) The product is: [CH3:17][C:14]1[N:13]=[C:12]([NH:18][C:19]2[C:24]([CH3:25])=[CH:23][C:22]([CH3:26])=[CH:21][C:20]=2[CH3:27])[C:11]([S:8]([C:5]2[CH:6]=[CH:7][C:2]([C:33]#[C:32][Si:29]([CH3:31])([CH3:30])[CH3:28])=[CH:3][CH:4]=2)(=[O:10])=[O:9])=[CH:16][CH:15]=1. Given the reactants Br[C:2]1[CH:7]=[CH:6][C:5]([S:8]([C:11]2[C:12]([NH:18][C:19]3[C:24]([CH3:25])=[CH:23][C:22]([CH3:26])=[CH:21][C:20]=3[CH3:27])=[N:13][C:14]([CH3:17])=[CH:15][CH:16]=2)(=[O:10])=[O:9])=[CH:4][CH:3]=1.[CH3:28][Si:29]([C:32]#[CH:33])([CH3:31])[CH3:30], predict the reaction product. (4) Given the reactants [Cl:1][C:2]1[CH:11]=[C:10]2[C:5]([CH:6]=[CH:7][C:8]([CH3:12])=[N:9]2)=[C:4]([N:13]2[CH2:18][CH2:17][NH:16][CH2:15][CH2:14]2)[CH:3]=1.Cl[CH2:20][CH2:21][C:22]1[C:23]([F:33])=[CH:24][C:25]2[O:30][CH2:29][C:28](=[O:31])[NH:27][C:26]=2[CH:32]=1, predict the reaction product. The product is: [Cl:1][C:2]1[CH:11]=[C:10]2[C:5]([CH:6]=[CH:7][C:8]([CH3:12])=[N:9]2)=[C:4]([N:13]2[CH2:14][CH2:15][N:16]([CH2:20][CH2:21][C:22]3[C:23]([F:33])=[CH:24][C:25]4[O:30][CH2:29][C:28](=[O:31])[NH:27][C:26]=4[CH:32]=3)[CH2:17][CH2:18]2)[CH:3]=1. (5) Given the reactants [OH:1][C:2]1[CH:11]=[C:10]2[C:5]([C:6]([NH:12][C:13]3[CH:18]=[C:17]([NH:19][C:20]([C:22]4[CH:27]=[CH:26][N:25]=[C:24]([N:28]5[CH2:33][CH2:32][O:31][CH2:30][CH2:29]5)[CH:23]=4)=[O:21])[CH:16]=[CH:15][C:14]=3[CH3:34])=[N:7][CH:8]=[N:9]2)=[CH:4][C:3]=1[O:35][CH3:36].C1(C)C=CC(S(O[CH2:47][CH2:48][CH2:49][S:50]([CH3:53])(=[O:52])=[O:51])(=O)=O)=CC=1.C(=O)([O-])[O-].[Cs+].[Cs+].CN(C)C(=O)C, predict the reaction product. The product is: [CH3:36][O:35][C:3]1[CH:4]=[C:5]2[C:10](=[CH:11][C:2]=1[O:1][CH2:47][CH2:48][CH2:49][S:50]([CH3:53])(=[O:52])=[O:51])[N:9]=[CH:8][N:7]=[C:6]2[NH:12][C:13]1[CH:18]=[C:17]([NH:19][C:20]([C:22]2[CH:27]=[CH:26][N:25]=[C:24]([N:28]3[CH2:33][CH2:32][O:31][CH2:30][CH2:29]3)[CH:23]=2)=[O:21])[CH:16]=[CH:15][C:14]=1[CH3:34]. (6) Given the reactants [CH3:1][CH:2]([CH3:21])[CH2:3][C@H:4]([NH:13][C:14](=[O:20])[O:15][C:16]([CH3:19])([CH3:18])[CH3:17])[C:5]([N:7]1[CH2:12][CH2:11][NH:10][CH2:9][CH2:8]1)=[O:6].[C:22]([NH:32][CH2:33][C:34](O)=[O:35])([O:24][CH2:25][C:26]1[CH:31]=[CH:30][CH:29]=[CH:28][CH:27]=1)=[O:23], predict the reaction product. The product is: [CH3:1][CH:2]([CH3:21])[CH2:3][C@H:4]([NH:13][C:14](=[O:20])[O:15][C:16]([CH3:19])([CH3:18])[CH3:17])[C:5]([N:7]1[CH2:8][CH2:9][N:10]([C:34](=[O:35])[CH2:33][NH:32][C:22]([O:24][CH2:25][C:26]2[CH:27]=[CH:28][CH:29]=[CH:30][CH:31]=2)=[O:23])[CH2:11][CH2:12]1)=[O:6]. (7) Given the reactants Cl[C:2]1[C:11]2[C:6](=[CH:7][CH:8]=[CH:9][CH:10]=2)[C:5]([C:12]2[CH:17]=[CH:16][C:15]([F:18])=[CH:14][CH:13]=2)=[N:4][N:3]=1.[NH:19]1[CH2:24][CH2:23][NH:22][CH2:21][C@@H:20]1[CH2:25][OH:26].C(N(C(C)C)CC)(C)C, predict the reaction product. The product is: [F:18][C:15]1[CH:16]=[CH:17][C:12]([C:5]2[C:6]3[C:11](=[CH:10][CH:9]=[CH:8][CH:7]=3)[C:2]([N:22]3[CH2:23][CH2:24][NH:19][C@@H:20]([CH2:25][OH:26])[CH2:21]3)=[N:3][N:4]=2)=[CH:13][CH:14]=1. (8) Given the reactants [CH2:1]([C:4]1([CH3:14])[CH:10]2[CH2:11][C:7]([CH3:12])([CH2:8][CH2:9]2)[CH2:6][C:5]1=[O:13])[CH:2]=[CH2:3].COCCO[AlH2-]OCCOC.[Na+], predict the reaction product. The product is: [CH2:1]([C:4]1([CH3:14])[CH:10]2[CH2:11][C:7]([CH3:12])([CH2:8][CH2:9]2)[CH2:6][CH:5]1[OH:13])[CH:2]=[CH2:3]. (9) Given the reactants [CH3:1][C:2]1[N:3]([CH2:36][C:37]([F:40])([F:39])[F:38])[C:4](=[O:35])[C:5]2[C:10]([C:11]3[CH:16]=[CH:15][CH:14]=[CH:13][CH:12]=3)=[C:9]([C:17]3[CH:22]=[CH:21][C:20]([C:23]4([NH:27]C(=O)OC(C)(C)C)[CH2:26][CH2:25][CH2:24]4)=[CH:19][CH:18]=3)[O:8][C:6]=2[N:7]=1, predict the reaction product. The product is: [NH2:27][C:23]1([C:20]2[CH:19]=[CH:18][C:17]([C:9]3[O:8][C:6]4[N:7]=[C:2]([CH3:1])[N:3]([CH2:36][C:37]([F:39])([F:40])[F:38])[C:4](=[O:35])[C:5]=4[C:10]=3[C:11]3[CH:12]=[CH:13][CH:14]=[CH:15][CH:16]=3)=[CH:22][CH:21]=2)[CH2:24][CH2:25][CH2:26]1. (10) Given the reactants [CH:1]([C:4]1[C:8]([Cl:9])=[C:7]([CH:10]([CH3:12])[CH3:11])[NH:6][N:5]=1)([CH3:3])[CH3:2].C([O-])([O-])=O.[K+].[K+].Cl[CH2:20][C:21]([N:23]1[CH2:28][CH2:27][N:26]([C:29]2[CH:34]=[CH:33][C:32]([F:35])=[CH:31][CH:30]=2)[CH2:25][CH2:24]1)=[O:22].CN(C=O)C, predict the reaction product. The product is: [CH:10]([C:7]1[C:8]([Cl:9])=[C:4]([CH:1]([CH3:3])[CH3:2])[N:5]([CH2:20][C:21]([N:23]2[CH2:24][CH2:25][N:26]([C:29]3[CH:34]=[CH:33][C:32]([F:35])=[CH:31][CH:30]=3)[CH2:27][CH2:28]2)=[O:22])[N:6]=1)([CH3:12])[CH3:11].